Dataset: Full USPTO retrosynthesis dataset with 1.9M reactions from patents (1976-2016). Task: Predict the reactants needed to synthesize the given product. (1) Given the product [Cl:22][C:23]1[CH:24]=[C:25]([CH:28]=[CH:29][CH:30]=1)[CH2:26][N:13]1[C:12]2[CH:11]=[N:10][C:9]([C:17]([O:19][CH2:20][CH3:21])=[O:18])=[CH:8][C:7]=2[C:6]2[C:14]1=[CH:15][CH:16]=[C:4]([N+:1]([O-:3])=[O:2])[CH:5]=2, predict the reactants needed to synthesize it. The reactants are: [N+:1]([C:4]1[CH:5]=[C:6]2[C:14](=[CH:15][CH:16]=1)[NH:13][C:12]1[CH:11]=[N:10][C:9]([C:17]([O:19][CH2:20][CH3:21])=[O:18])=[CH:8][C:7]2=1)([O-:3])=[O:2].[Cl:22][C:23]1[CH:24]=[C:25]([CH:28]=[CH:29][CH:30]=1)[CH2:26]Cl. (2) Given the product [C:9]([C:3]1[CH:4]=[C:5]([Cl:8])[CH:6]=[CH:7][C:2]=1[NH:1][S:24]([C:19]1[CH:20]=[CH:21][CH:22]=[CH:23][C:18]=1[F:17])(=[O:26])=[O:25])(=[O:10])[C:11]1[CH:12]=[CH:13][CH:14]=[CH:15][CH:16]=1, predict the reactants needed to synthesize it. The reactants are: [NH2:1][C:2]1[CH:7]=[CH:6][C:5]([Cl:8])=[CH:4][C:3]=1[C:9]([C:11]1[CH:16]=[CH:15][CH:14]=[CH:13][CH:12]=1)=[O:10].[F:17][C:18]1[CH:23]=[CH:22][CH:21]=[CH:20][C:19]=1[S:24](Cl)(=[O:26])=[O:25]. (3) Given the product [Cl:26][CH2:25][CH2:24][N:13]([CH2:14][C:15]#[CH:16])[S:10]([C:5]1[CH:6]=[CH:7][CH:8]=[CH:9][C:4]=1[N+:1]([O-:3])=[O:2])(=[O:12])=[O:11], predict the reactants needed to synthesize it. The reactants are: [N+:1]([C:4]1[CH:9]=[CH:8][CH:7]=[CH:6][C:5]=1[S:10]([NH:13][CH2:14][C:15]#[CH:16])(=[O:12])=[O:11])([O-:3])=[O:2].C(=O)([O-])[O-].[Cs+].[Cs+].Br[CH2:24][CH2:25][Cl:26].